The task is: Predict the reaction yield, written as a fraction of the theoretical maximum amount of product (1.0 means a 100% yield; for example, 0.34 means a 34% yield).. This data is from Reaction yield outcomes from USPTO patents with 853,638 reactions. (1) The reactants are [OH:1][CH:2]1[CH2:7][CH2:6][NH:5][CH2:4][CH2:3]1.N1C=CN=C1.[C:13]([Si:17]([CH3:20])([CH3:19])Cl)([CH3:16])([CH3:15])[CH3:14]. The catalyst is C(Cl)Cl. The product is [C:13]([Si:17]([CH3:20])([CH3:19])[O:1][CH:2]1[CH2:7][CH2:6][NH:5][CH2:4][CH2:3]1)([CH3:16])([CH3:15])[CH3:14]. The yield is 0.863. (2) The reactants are [F:1][C:2]1[CH:3]=[C:4]([CH:9]=[C:10]([C:15](=O)[CH3:16])[C:11]([O:13][CH3:14])=[O:12])[CH:5]=[CH:6][C:7]=1[F:8].[CH3:18][O:19][C:20]([NH2:22])=[NH:21].OS(O)(=O)=O.C([O-])(O)=O.[Na+]. The catalyst is CN(C=O)C.CCOC(C)=O. The product is [F:1][C:2]1[CH:3]=[C:4]([CH:9]2[NH:22][C:20]([O:19][CH3:18])=[N:21][C:15]([CH3:16])=[C:10]2[C:11]([O:13][CH3:14])=[O:12])[CH:5]=[CH:6][C:7]=1[F:8]. The yield is 0.350. (3) The reactants are [Cl:1][C:2]1[CH:15]=[CH:14][C:5]([O:6][C:7]2[CH:13]=[CH:12][C:10]([NH2:11])=[CH:9][CH:8]=2)=[CH:4][CH:3]=1.C(OC([NH:23][C@@H:24]([CH2:28][O:29][CH2:30][C:31]1[CH:36]=[CH:35][C:34]([F:37])=[CH:33][CH:32]=1)[C:25](O)=[O:26])=O)(C)(C)C. No catalyst specified. The product is [NH2:23][C@@H:24]([CH2:28][O:29][CH2:30][C:31]1[CH:32]=[CH:33][C:34]([F:37])=[CH:35][CH:36]=1)[C:25]([NH:11][C:10]1[CH:12]=[CH:13][C:7]([O:6][C:5]2[CH:14]=[CH:15][C:2]([Cl:1])=[CH:3][CH:4]=2)=[CH:8][CH:9]=1)=[O:26]. The yield is 0.500. (4) The reactants are [N+:1]([CH2:4][CH:5]([C:7]1[CH:12]=[CH:11][C:10]([C:13]2[CH:18]=[CH:17][CH:16]=[CH:15][N:14]=2)=[CH:9][CH:8]=1)[OH:6])([O-])=O.CC(C)=O.[NH4+].[Cl-]. The catalyst is [Zn].O. The product is [NH2:1][CH2:4][CH:5]([C:7]1[CH:12]=[CH:11][C:10]([C:13]2[CH:18]=[CH:17][CH:16]=[CH:15][N:14]=2)=[CH:9][CH:8]=1)[OH:6]. The yield is 0.190. (5) The reactants are [F:1][C:2]1[CH:3]=[C:4]([S:9]([C:12]2[CH:13]=[N:14][C:15]3[C:20]([C:21]=2O)=[CH:19][CH:18]=[C:17]([N+:23]([O-:25])=[O:24])[CH:16]=3)(=[O:11])=[O:10])[CH:5]=[CH:6][C:7]=1[F:8].O(Br)[Br:27].[P+5].[OH-].[Na+]. The catalyst is CN(C=O)C.O. The product is [Br:27][C:21]1[C:20]2[C:15](=[CH:16][C:17]([N+:23]([O-:25])=[O:24])=[CH:18][CH:19]=2)[N:14]=[CH:13][C:12]=1[S:9]([C:4]1[CH:5]=[CH:6][C:7]([F:8])=[C:2]([F:1])[CH:3]=1)(=[O:11])=[O:10]. The yield is 0.670. (6) The reactants are NC1[N:7]2N=C(C3OC=CC=3)N=[C:6]2[CH:5]=[C:4]([C:16]2[CH:21]=[CH:20][CH:19]=CC=2C=O)[N:3]=1.[NH2:24][C:25]1[N:30]2[N:31]=[C:32]([C:34]3[O:35][CH:36]=[CH:37][CH:38]=3)[N:33]=[C:29]2[CH:28]=[C:27]([C:39]2[CH:44]=[CH:43][C:42]([CH:45]=O)=[CH:41][CH:40]=2)[N:26]=1. No catalyst specified. The product is [NH2:24][C:25]1[N:30]2[N:31]=[C:32]([C:34]3[O:35][CH:36]=[CH:37][CH:38]=3)[N:33]=[C:29]2[CH:28]=[C:27]([C:39]2[CH:40]=[CH:41][C:42]([CH2:45][NH:7][CH2:6][CH2:5][C:4]3[CH:16]=[CH:21][CH:20]=[CH:19][N:3]=3)=[CH:43][CH:44]=2)[N:26]=1. The yield is 0.270.